From a dataset of Full USPTO retrosynthesis dataset with 1.9M reactions from patents (1976-2016). Predict the reactants needed to synthesize the given product. Given the product [O:24]=[S:21]1(=[O:25])[CH2:22][CH2:23][N:18]([CH2:17][CH2:16][CH2:15][O:14][C:8]2[CH:7]=[C:6]3[C:11]([C:2]([NH:46][C:28]4[C:29]5[O:33][CH2:32][O:31][C:30]=5[C:35]([C:37]#[C:38][CH2:39][O:40][CH3:41])=[CH:36][C:27]=4[F:26])=[N:3][CH:4]=[N:5]3)=[CH:10][C:9]=2[O:12][CH3:13])[CH2:19][CH2:20]1, predict the reactants needed to synthesize it. The reactants are: Cl[C:2]1[C:11]2[C:6](=[CH:7][C:8]([O:14][CH2:15][CH2:16][CH2:17][N:18]3[CH2:23][CH2:22][S:21](=[O:25])(=[O:24])[CH2:20][CH2:19]3)=[C:9]([O:12][CH3:13])[CH:10]=2)[N:5]=[CH:4][N:3]=1.[F:26][C:27]1[CH:36]=[C:35]([C:37]#[C:38][CH2:39][O:40][CH3:41])[C:30]2[O:31][CH:32](N)[O:33][C:29]=2[CH:28]=1.C[Si]([N-:46][Si](C)(C)C)(C)C.[Na+].